Dataset: Forward reaction prediction with 1.9M reactions from USPTO patents (1976-2016). Task: Predict the product of the given reaction. (1) Given the reactants C[Si]([C:5]#[C:6][C:7]1[CH:8]=[C:9]([CH:13]([O:23][CH:24]2[CH2:29][CH2:28][N:27]([CH3:30])[CH2:26][CH2:25]2)[C:14]2[NH:18][C:17]3[CH:19]=[CH:20][CH:21]=[CH:22][C:16]=3[N:15]=2)[CH:10]=[CH:11][CH:12]=1)(C)C.C(=O)([O-])[O-].[K+].[K+], predict the reaction product. The product is: [C:6]([C:7]1[CH:8]=[C:9]([CH:13]([O:23][CH:24]2[CH2:29][CH2:28][N:27]([CH3:30])[CH2:26][CH2:25]2)[C:14]2[NH:18][C:17]3[CH:19]=[CH:20][CH:21]=[CH:22][C:16]=3[N:15]=2)[CH:10]=[CH:11][CH:12]=1)#[CH:5]. (2) Given the reactants [CH3:1][O:2][C:3]1[CH:10]=[CH:9][CH:8]=[CH:7][C:4]=1[CH:5]=O.[NH2:11][C:12]1[CH:16]=[CH:15][NH:14][N:13]=1.[CH3:17][O:18][CH2:19][C:20](=O)[CH2:21][C:22]([O:24][CH3:25])=[O:23], predict the reaction product. The product is: [CH3:17][O:18][CH2:19][C:20]1[NH:11][C:12]2=[N:13][NH:14][CH:15]=[C:16]2[CH:5]([C:4]2[CH:7]=[CH:8][CH:9]=[CH:10][C:3]=2[O:2][CH3:1])[C:21]=1[C:22]([O:24][CH3:25])=[O:23]. (3) Given the reactants [F:1][C:2]1[CH:3]=[C:4]([C:8]2[N:13]=[CH:12][C:11]([C:14]([O:16]C)=[O:15])=[CH:10][N:9]=2)[CH:5]=[CH:6][CH:7]=1.O1CCCC1.C(O)C, predict the reaction product. The product is: [F:1][C:2]1[CH:3]=[C:4]([C:8]2[N:9]=[CH:10][C:11]([C:14]([OH:16])=[O:15])=[CH:12][N:13]=2)[CH:5]=[CH:6][CH:7]=1. (4) The product is: [Cl:1][C:2]1[CH:7]=[CH:6][CH:5]=[CH:4][C:3]=1/[C:8](/[CH2:30][CH3:31])=[C:9](\[C:19]1[CH:20]=[CH:21][C:22](/[CH:25]=[CH:26]/[C:27]([O:29][CH3:32])=[O:28])=[CH:23][CH:24]=1)/[C:10]1[CH:11]=[C:12]2[C:43](=[CH:17][CH:18]=1)[N:41]([CH3:42])[N:14]=[CH:13]2. Given the reactants [Cl:1][C:2]1[CH:7]=[CH:6][CH:5]=[CH:4][C:3]=1/[C:8](/[CH2:30][CH3:31])=[C:9](\[C:19]1[CH:24]=[CH:23][C:22](/[CH:25]=[CH:26]/[C:27]([OH:29])=[O:28])=[CH:21][CH:20]=1)/[C:10]1[CH:11]=[C:12]2C(=[CH:17][CH:18]=1)N[N:14]=[CH:13]2.[C:32]([O-])([O-])=O.[Cs+].[Cs+].IC.C[N:41]([CH:43]=O)[CH3:42], predict the reaction product. (5) Given the reactants [CH2:1]([S:3][C:4]1[CH:9]=[CH:8][C:7]([O:10][C:11]([F:14])([F:13])[F:12])=[CH:6][C:5]=1[NH:15][NH2:16])[CH3:2].[NH2:17][C:18]1[C:26]([Br:27])=[CH:25][C:24]([C:28]([F:31])([F:30])[F:29])=[CH:23][C:19]=1[C:20](O)=[O:21].N[C:33]1C(Br)=CC(C)=CC=1C(NNC1C=C(C#N)C=CC=1SCC)=O, predict the reaction product. The product is: [Br:27][C:26]1[CH:25]=[C:24]([C:28]([F:31])([F:30])[F:29])[CH:23]=[C:19]2[C:18]=1[N:17]=[CH:33][N:16]([NH:15][C:5]1[CH:6]=[C:7]([O:10][C:11]([F:13])([F:14])[F:12])[CH:8]=[CH:9][C:4]=1[S:3][CH2:1][CH3:2])[C:20]2=[O:21]. (6) Given the reactants C([O:3][CH2:4][CH:5]([O:30]C=O)[CH2:6][NH:7][C:8](=[O:29])[C:9]1[C:14]([I:15])=[C:13]([C:16](=[O:23])[NH:17][CH2:18][CH2:19][O:20]C=O)[C:12]([I:24])=[C:11]([NH:25][CH:26]=[O:27])[C:10]=1[I:28])=O.B(O)(O)O.[OH-:37].[K+].[CH2:39]1[O:41][CH:40]1[CH2:42][CH:43]1[O:45][CH2:44]1.Cl, predict the reaction product. The product is: [OH:45][CH:43]([CH2:42][CH:40]([OH:41])[CH2:39][N:25]([C:11]1[C:12]([I:24])=[C:13]([C:16]([NH:17][CH2:18][CH2:19][OH:20])=[O:23])[C:14]([I:15])=[C:9]([C:10]=1[I:28])[C:8]([NH:7][CH2:6][CH:5]([OH:30])[CH2:4][OH:3])=[O:29])[CH:26]=[O:27])[CH2:44][N:25]([C:11]1[C:12]([I:24])=[C:13]([C:16]([NH:17][CH2:18][CH2:19][OH:20])=[O:23])[C:14]([I:15])=[C:9]([C:10]=1[I:28])[C:8]([NH:7][CH2:6][CH:5]([OH:30])[CH2:4][OH:3])=[O:29])[CH:26]=[O:37]. (7) Given the reactants Br[C:2]1[C:3]([F:15])=[C:4]([C:9]2[CH:14]=[CH:13][CH:12]=[CH:11][N:10]=2)[C:5]([F:8])=[CH:6][CH:7]=1.C([O-])(=O)C.[K+].[B:21]1([B:21]2[O:25][C:24]([CH3:27])([CH3:26])[C:23]([CH3:29])([CH3:28])[O:22]2)[O:25][C:24]([CH3:27])([CH3:26])[C:23]([CH3:29])([CH3:28])[O:22]1, predict the reaction product. The product is: [F:15][C:3]1[C:2]([B:21]2[O:25][C:24]([CH3:27])([CH3:26])[C:23]([CH3:29])([CH3:28])[O:22]2)=[CH:7][CH:6]=[C:5]([F:8])[C:4]=1[C:9]1[CH:14]=[CH:13][CH:12]=[CH:11][N:10]=1.